Dataset: NCI-60 drug combinations with 297,098 pairs across 59 cell lines. Task: Regression. Given two drug SMILES strings and cell line genomic features, predict the synergy score measuring deviation from expected non-interaction effect. Drug 1: C1C(C(OC1N2C=C(C(=O)NC2=O)F)CO)O. Drug 2: C1=NC2=C(N=C(N=C2N1C3C(C(C(O3)CO)O)F)Cl)N. Cell line: IGROV1. Synergy scores: CSS=4.21, Synergy_ZIP=-2.08, Synergy_Bliss=-0.346, Synergy_Loewe=-1.17, Synergy_HSA=-1.13.